This data is from TCR-epitope binding with 47,182 pairs between 192 epitopes and 23,139 TCRs. The task is: Binary Classification. Given a T-cell receptor sequence (or CDR3 region) and an epitope sequence, predict whether binding occurs between them. (1) The epitope is KLNVGDYFV. The TCR CDR3 sequence is CASGLDTYNEQFF. Result: 1 (the TCR binds to the epitope). (2) The epitope is IVTDFSVIK. The TCR CDR3 sequence is CASSQDFDNTGELFF. Result: 0 (the TCR does not bind to the epitope). (3) The epitope is RIFTIGTVTLK. The TCR CDR3 sequence is CASSQYGGNEQFF. Result: 0 (the TCR does not bind to the epitope). (4) The epitope is ELAGIGILTV. The TCR CDR3 sequence is CSVSTAWDTEAFF. Result: 1 (the TCR binds to the epitope). (5) The epitope is TPINLVRDL. The TCR CDR3 sequence is CASSLGGDEQYF. Result: 0 (the TCR does not bind to the epitope).